This data is from Reaction yield outcomes from USPTO patents with 853,638 reactions. The task is: Predict the reaction yield, written as a fraction of the theoretical maximum amount of product (1.0 means a 100% yield; for example, 0.34 means a 34% yield). (1) The reactants are C[N:2]([C:18]1[CH:23]=[CH:22][CH:21]=[CH:20][CH:19]=1)[C:3]([C:5]1[C:6](=[O:17])[N:7]([CH3:16])[C:8]2[C:13]([C:14]=1[OH:15])=[CH:12][CH:11]=[CH:10][CH:9]=2)=[O:4].[F:24]C1C=CC(N)=CC=1.CCCCCCC. The catalyst is C1(C)C=CC=CC=1. The product is [F:24][C:21]1[CH:22]=[CH:23][C:18]([NH:2][C:3]([C:5]2[C:6](=[O:17])[N:7]([CH3:16])[C:8]3[C:13]([C:14]=2[OH:15])=[CH:12][CH:11]=[CH:10][CH:9]=3)=[O:4])=[CH:19][CH:20]=1. The yield is 0.790. (2) The reactants are [NH:1]1[CH:5]=[C:4]([C:6]2[CH:7]=[N:8][CH:9]=[CH:10][CH:11]=2)[N:3]=[CH:2]1.[H-].[Na+].I[CH2:15][CH3:16].Cl. The catalyst is C1COCC1.O. The product is [CH2:15]([N:1]1[CH:5]=[C:4]([C:6]2[CH:7]=[N:8][CH:9]=[CH:10][CH:11]=2)[N:3]=[CH:2]1)[CH3:16]. The yield is 0.790. (3) The reactants are [Na+].[Cl:2][C:3]1[CH:4]=[CH:5][C:6]([O:27][CH2:28][CH3:29])=[C:7]([C:9]2[N:14]=[C:13]([NH:15][CH3:16])[N:12]=[C:11]([NH:17][C:18]3[CH:26]=[CH:25][C:21]([C:22]([O-])=[O:23])=[CH:20][CH:19]=3)[CH:10]=2)[CH:8]=1.[H-].[Al+3].[Li+].[H-].[H-].[H-].CO.Cl. The catalyst is O1CCCC1. The product is [Cl:2][C:3]1[CH:4]=[CH:5][C:6]([O:27][CH2:28][CH3:29])=[C:7]([C:9]2[N:14]=[C:13]([NH:15][CH3:16])[N:12]=[C:11]([NH:17][C:18]3[CH:26]=[CH:25][C:21]([CH2:22][OH:23])=[CH:20][CH:19]=3)[CH:10]=2)[CH:8]=1. The yield is 0.830. (4) The reactants are O.[Cl-].COC1N=C(OC)N=C([N+]2(C)CCOCC2)N=1.C(N(CC)CC)C.[F:27][C:28]1[CH:33]=[C:32]([O:34][C:35]2[CH:40]=[CH:39][N:38]=[C:37]([NH:41][C:42]([N:44]3[CH2:48][CH2:47][C@@H:46]([OH:49])[CH2:45]3)=[O:43])[CH:36]=2)[C:31]([F:50])=[CH:30][C:29]=1[NH:51][C:52]([C:54]1([C:57](O)=[O:58])[CH2:56][CH2:55]1)=[O:53].[F:60][C:61]1[CH:67]=[CH:66][C:64]([NH2:65])=[CH:63][CH:62]=1.C(=O)([O-])O.[Na+]. The catalyst is O1CCCC1. The product is [F:27][C:28]1[CH:33]=[C:32]([O:34][C:35]2[CH:40]=[CH:39][N:38]=[C:37]([NH:41][C:42]([N:44]3[CH2:48][CH2:47][C@@H:46]([OH:49])[CH2:45]3)=[O:43])[CH:36]=2)[C:31]([F:50])=[CH:30][C:29]=1[NH:51][C:52]([C:54]1([C:57]([NH:65][C:64]2[CH:66]=[CH:67][C:61]([F:60])=[CH:62][CH:63]=2)=[O:58])[CH2:56][CH2:55]1)=[O:53]. The yield is 0.730. (5) The reactants are [C:1]([O:5][C:6]([N:8]1[CH2:14][C:13]2[CH:15]=[C:16]([N:19]3[CH2:23][CH:22]([CH2:24]OS(C)(=O)=O)[O:21][C:20]3=[O:30])[CH:17]=[CH:18][C:12]=2[O:11][CH2:10][CH2:9]1)=[O:7])([CH3:4])([CH3:3])[CH3:2].[N-:31]=[N+]=[N-].[Na+]. The catalyst is CN(C)C=O.C(OCC)(=O)C. The product is [C:1]([O:5][C:6]([N:8]1[CH2:14][C:13]2[CH:15]=[C:16]([N:19]3[CH2:23][CH:22]([CH2:24][NH2:31])[O:21][C:20]3=[O:30])[CH:17]=[CH:18][C:12]=2[O:11][CH2:10][CH2:9]1)=[O:7])([CH3:3])([CH3:4])[CH3:2]. The yield is 0.980.